From a dataset of Catalyst prediction with 721,799 reactions and 888 catalyst types from USPTO. Predict which catalyst facilitates the given reaction. (1) Reactant: [F:1][C:2]1[CH:7]=[CH:6][C:5]([F:8])=[CH:4][C:3]=1[CH:9]1[CH2:13][CH2:12][CH2:11][N:10]1[C:14]1[CH:19]=[CH:18][N:17]2[N:20]=[CH:21][C:22]([C:23]([NH:25][NH:26][C:27](=[O:31])[CH:28]([CH3:30])[CH3:29])=O)=[C:16]2[N:15]=1.N1C=CC=CC=1.S(OS(C(F)(F)F)(=O)=O)(C(F)(F)F)(=O)=O. Product: [F:1][C:2]1[CH:7]=[CH:6][C:5]([F:8])=[CH:4][C:3]=1[CH:9]1[CH2:13][CH2:12][CH2:11][N:10]1[C:14]1[CH:19]=[CH:18][N:17]2[N:20]=[CH:21][C:22]([C:23]3[O:31][C:27]([CH:28]([CH3:29])[CH3:30])=[N:26][N:25]=3)=[C:16]2[N:15]=1. The catalyst class is: 2. (2) Reactant: [H-].[Na+].[OH:3][C:4]1[CH:5]=[N:6][CH:7]=[C:8]([CH:11]=1)[C:9]#[N:10].[F:12][C:13]1[CH:14]=[C:15]([CH:18]=[C:19]([F:21])[CH:20]=1)[CH2:16]Br.C(OCC)(=O)C. Product: [F:12][C:13]1[CH:14]=[C:15]([CH:18]=[C:19]([F:21])[CH:20]=1)[CH2:16][O:3][C:4]1[CH:5]=[N:6][CH:7]=[C:8]([CH:11]=1)[C:9]#[N:10]. The catalyst class is: 44. (3) Reactant: [CH3:1][C:2]1[C:6]2[CH:7]=[CH:8][CH:9]=[CH:10][C:5]=2[S:4][C:3]=1[CH2:11]O.S(Cl)([Cl:15])=O. Product: [Cl:15][CH2:11][C:3]1[S:4][C:5]2[CH:10]=[CH:9][CH:8]=[CH:7][C:6]=2[C:2]=1[CH3:1]. The catalyst class is: 48. (4) Reactant: [CH2:1]([N:8]1[CH2:12][CH:11]2[C:13](=[O:17])[NH:14][C:15](=[O:16])[CH:10]2[CH2:9]1)[C:2]1[CH:7]=[CH:6][CH:5]=[CH:4][CH:3]=1.C1(=O)[C@@H]2CNC[C@@H]2C(=O)N1.[H-].[H-].[H-].[H-].[Al+3].[Li+].[OH-].[Na+]. Product: [CH2:1]([N:8]1[CH2:12][CH:11]2[CH:13]([OH:17])[NH:14][C:15](=[O:16])[CH:10]2[CH2:9]1)[C:2]1[CH:7]=[CH:6][CH:5]=[CH:4][CH:3]=1. The catalyst class is: 30.